This data is from Forward reaction prediction with 1.9M reactions from USPTO patents (1976-2016). The task is: Predict the product of the given reaction. (1) Given the reactants [CH3:1][S:2][C:3]1[N:8]=[C:7]([C:9]2[S:10][C:11]3[CH:19]=[CH:18][CH:17]=[CH:16][C:12]=3[C:13](=[O:15])[N:14]=2)[CH:6]=[CH:5][CH:4]=1.ClC1C=CC=C(C(OO)=[O:28])C=1, predict the reaction product. The product is: [CH3:1][S:2]([C:3]1[N:8]=[C:7]([C:9]2[S:10][C:11]3[CH:19]=[CH:18][CH:17]=[CH:16][C:12]=3[C:13](=[O:15])[N:14]=2)[CH:6]=[CH:5][CH:4]=1)=[O:28]. (2) Given the reactants Cl[CH2:2][C:3]1[CH:8]=[CH:7][CH:6]=[CH:5][C:4]=1[CH:9]=[CH2:10].[I-:11].[Na+].O, predict the reaction product. The product is: [I:11][CH2:2][C:3]1[CH:8]=[CH:7][CH:6]=[CH:5][C:4]=1[CH:9]=[CH2:10]. (3) Given the reactants CCCC[N+](CCCC)(CCCC)CCCC.[F-:18].O.[Cl:20][C:21]1[CH:22]=[C:23]([C:46]2[CH:51]=[CH:50][C:49]([C:52]([N:54]3[CH2:59][CH2:58][CH:57]([C:60]([F:63])([F:62])[F:61])[CH2:56][CH2:55]3)=[O:53])=[CH:48][CH:47]=2)[CH:24]=[C:25]([Cl:45])[C:26]=1[CH2:27][C@@H:28]1[CH2:32][CH2:31][N:30]([C@H:33]2[CH2:38][CH2:37][C@H:36](OS(C)(=O)=O)[CH2:35][CH2:34]2)[C:29]1=[O:44], predict the reaction product. The product is: [Cl:20][C:21]1[CH:22]=[C:23]([C:46]2[CH:51]=[CH:50][C:49]([C:52]([N:54]3[CH2:55][CH2:56][CH:57]([C:60]([F:62])([F:61])[F:63])[CH2:58][CH2:59]3)=[O:53])=[CH:48][CH:47]=2)[CH:24]=[C:25]([Cl:45])[C:26]=1[CH2:27][C@@H:28]1[CH2:32][CH2:31][N:30]([C@H:33]2[CH2:38][CH2:37][C@@H:36]([F:18])[CH2:35][CH2:34]2)[C:29]1=[O:44].